From a dataset of Full USPTO retrosynthesis dataset with 1.9M reactions from patents (1976-2016). Predict the reactants needed to synthesize the given product. Given the product [C:1]([O:5][C:6]([N:8]1[C:16]2[C:11](=[C:12]([C:41]#[C:40][CH:39]([C:35]3[N:34]([C:32]([O:31][C:27]([CH3:30])([CH3:29])[CH3:28])=[O:33])[CH:38]=[CH:37][CH:36]=3)[OH:42])[C:13]([F:17])=[CH:14][CH:15]=2)[CH:10]=[C:9]1[O:19][C:20]([O:22][C:23]([CH3:26])([CH3:25])[CH3:24])=[O:21])=[O:7])([CH3:4])([CH3:3])[CH3:2], predict the reactants needed to synthesize it. The reactants are: [C:1]([O:5][C:6]([N:8]1[C:16]2[C:11](=[C:12](I)[C:13]([F:17])=[CH:14][CH:15]=2)[CH:10]=[C:9]1[O:19][C:20]([O:22][C:23]([CH3:26])([CH3:25])[CH3:24])=[O:21])=[O:7])([CH3:4])([CH3:3])[CH3:2].[C:27]([O:31][C:32]([N:34]1[CH:38]=[CH:37][CH:36]=[C:35]1[CH:39]([OH:42])[C:40]#[CH:41])=[O:33])([CH3:30])([CH3:29])[CH3:28].[Cl-].[NH4+].